This data is from Reaction yield outcomes from USPTO patents with 853,638 reactions. The task is: Predict the reaction yield, written as a fraction of the theoretical maximum amount of product (1.0 means a 100% yield; for example, 0.34 means a 34% yield). (1) The reactants are C(NC1C=CC(C2C=C3C(=CC=2)C(=O)N([C@@H](C(C)C)C(O)=O)C3)=CC=1)(=O)C1C=CC=CC=1.[F:33][C:34]1[CH:66]=[C:65]([F:67])[CH:64]=[CH:63][C:35]=1[C:36]([NH:38][C:39]1[CH:44]=[CH:43][C:42]([C:45]2[CH:46]=[C:47]3[C:51](=[CH:52][CH:53]=2)[C:50](=[O:54])[N:49]([C@@H:55]([CH:60]([CH3:62])[CH3:61])[C:56]([O:58]C)=[O:57])[CH2:48]3)=[CH:41][CH:40]=1)=[O:37]. No catalyst specified. The product is [F:33][C:34]1[CH:66]=[C:65]([F:67])[CH:64]=[CH:63][C:35]=1[C:36]([NH:38][C:39]1[CH:40]=[CH:41][C:42]([C:45]2[CH:46]=[C:47]3[C:51](=[CH:52][CH:53]=2)[C:50](=[O:54])[N:49]([C@@H:55]([CH:60]([CH3:62])[CH3:61])[C:56]([OH:58])=[O:57])[CH2:48]3)=[CH:43][CH:44]=1)=[O:37]. The yield is 0.870. (2) The yield is 0.790. The reactants are [OH:1][CH2:2][C:3]([CH3:22])([CH3:21])[CH2:4][CH2:5][CH2:6][C:7](=[O:20])[CH2:8][CH2:9][CH2:10][CH2:11][C:12]([CH3:19])([CH3:18])[C:13]([O:15][CH2:16][CH3:17])=[O:14].[Cr](O[Cr]([O-])(=O)=O)([O-])(=O)=[O:24].[NH+]1C=CC=CC=1.[NH+]1C=CC=CC=1. The product is [CH2:16]([O:15][C:13](=[O:14])[C:12]([CH3:19])([CH3:18])[CH2:11][CH2:10][CH2:9][CH2:8][C:7](=[O:20])[CH2:6][CH2:5][CH2:4][C:3]([CH3:21])([CH3:22])[C:2]([OH:24])=[O:1])[CH3:17]. The catalyst is CN(C=O)C.OS(O)(=O)=O.O. (3) The reactants are [OH:1][C:2]1[CH:3]=[N:4][CH:5]=[CH:6][CH:7]=1.[H-].[Na+].Cl[C:11]1[N:16]=[N:15][C:14]([C:17]([NH2:19])=[O:18])=[C:13]([NH:20][C:21]2[CH:26]=[CH:25][CH:24]=[C:23]([CH3:27])[N:22]=2)[CH:12]=1. The catalyst is CN(C)C=O. The product is [CH3:27][C:23]1[N:22]=[C:21]([NH:20][C:13]2[CH:12]=[C:11]([O:1][C:2]3[CH:3]=[N:4][CH:5]=[CH:6][CH:7]=3)[N:16]=[N:15][C:14]=2[C:17]([NH2:19])=[O:18])[CH:26]=[CH:25][CH:24]=1. The yield is 0.640. (4) The reactants are C([O:8][C:9]1[CH:14]=[CH:13][C:12]([Si:15]([C:44]2[CH:49]=[CH:48][C:47]([O:50]CC3C=CC=CC=3)=[CH:46][CH:45]=2)([C:30]2[CH:35]=[CH:34][C:33]([O:36]CC3C=CC=CC=3)=[CH:32][CH:31]=2)[C:16]2[CH:21]=[CH:20][C:19]([O:22]CC3C=CC=CC=3)=[CH:18][CH:17]=2)=[CH:11][CH:10]=1)C1C=CC=CC=1.[H][H]. The catalyst is [Pd].C1COCC1. The product is [OH:22][C:19]1[CH:18]=[CH:17][C:16]([Si:15]([C:30]2[CH:35]=[CH:34][C:33]([OH:36])=[CH:32][CH:31]=2)([C:12]2[CH:13]=[CH:14][C:9]([OH:8])=[CH:10][CH:11]=2)[C:44]2[CH:45]=[CH:46][C:47]([OH:50])=[CH:48][CH:49]=2)=[CH:21][CH:20]=1. The yield is 0.910. (5) The reactants are C(O[C:4](=[O:36])[CH2:5][N:6]1[CH:10]=[C:9]([C:11]2[O:12][C:13]3[CH:33]=[C:32]([O:34][CH3:35])[CH:31]=[CH:30][C:14]=3[C:15]=2[C:16](=[O:29])[C:17]2[CH:22]=[C:21]([O:23][CH3:24])[C:20]([O:25][CH3:26])=[C:19]([O:27][CH3:28])[CH:18]=2)[CH:8]=[N:7]1)C.[NH3:37]. No catalyst specified. The product is [CH3:35][O:34][C:32]1[CH:31]=[CH:30][C:14]2[C:15]([C:16](=[O:29])[C:17]3[CH:18]=[C:19]([O:27][CH3:28])[C:20]([O:25][CH3:26])=[C:21]([O:23][CH3:24])[CH:22]=3)=[C:11]([C:9]3[CH:8]=[N:7][N:6]([CH2:5][C:4]([NH2:37])=[O:36])[CH:10]=3)[O:12][C:13]=2[CH:33]=1. The yield is 0.140. (6) The reactants are [Br:1][CH2:2][CH2:3][CH2:4][CH2:5][CH2:6][C:7](O)=O.S(=O)(=O)(O)O.[NH2:15][NH:16][C:17]([NH2:19])=[S:18].N. No catalyst specified. The product is [Br:1][CH2:2][CH2:3][CH2:4][CH2:5][CH2:6][C:7]1[S:18][C:17]([NH2:19])=[N:16][N:15]=1. The yield is 0.590. (7) The yield is 0.720. The catalyst is CO. The reactants are [OH-].[Na+].[Br:3][C:4]1[CH:9]=[CH:8][C:7]([C@@H:10]2[CH2:12][C@H:11]2[C:13]([O:15]CC)=[O:14])=[CH:6][CH:5]=1. The product is [Br:3][C:4]1[CH:5]=[CH:6][C:7]([C@@H:10]2[CH2:12][C@H:11]2[C:13]([OH:15])=[O:14])=[CH:8][CH:9]=1.